From a dataset of Catalyst prediction with 721,799 reactions and 888 catalyst types from USPTO. Predict which catalyst facilitates the given reaction. (1) Reactant: C(OC([NH:8][CH:9]([CH2:13][C:14]1[CH:19]=[CH:18][C:17]([C:20]2[N:21]=[N:22][C:23]([CH3:26])=[N:24][N:25]=2)=[CH:16][CH:15]=1)[C:10]([OH:12])=[O:11])=O)(C)(C)C.Cl. Product: [NH2:8][CH:9]([CH2:13][C:14]1[CH:19]=[CH:18][C:17]([C:20]2[N:25]=[N:24][C:23]([CH3:26])=[N:22][N:21]=2)=[CH:16][CH:15]=1)[C:10]([OH:12])=[O:11]. The catalyst class is: 2. (2) Reactant: [Cl:1][C:2]1[CH:9]=[CH:8][CH:7]=[C:6](F)[C:3]=1[CH:4]=[O:5].[NH:11]1[CH2:16][CH2:15][O:14][CH2:13][CH2:12]1.C(=O)([O-])[O-].[K+].[K+].CS(C)=O. The catalyst class is: 6. Product: [Cl:1][C:2]1[CH:9]=[CH:8][CH:7]=[C:6]([N:11]2[CH2:16][CH2:15][O:14][CH2:13][CH2:12]2)[C:3]=1[CH:4]=[O:5]. (3) Reactant: [Cl:1][C:2]1[CH:3]=[C:4]([C@@:14]([NH:22][S@](C(C)(C)C)=O)([CH3:21])[CH:15]([CH2:19][OH:20])[CH:16]([CH3:18])[CH3:17])[CH:5]=[CH:6][C:7]=1[CH2:8][CH2:9][C:10]([CH3:13])([CH3:12])[CH3:11].Cl.CO. Product: [NH2:22][C:14]([C:4]1[CH:5]=[CH:6][C:7]([CH2:8][CH2:9][C:10]([CH3:11])([CH3:13])[CH3:12])=[C:2]([Cl:1])[CH:3]=1)([CH3:21])[C@@H:15]([CH:16]([CH3:17])[CH3:18])[CH2:19][OH:20]. The catalyst class is: 5. (4) Reactant: CC(C)([O-])C.[Na+].[NH:7]1[CH2:12][CH2:11][O:10][CH2:9][CH2:8]1.Br[C:14]1[CH:15]=[C:16]([CH2:20][C:21]([N:23]2[CH2:32][CH2:31][C:30]3[C:25](=[C:26]([N:35]4[CH2:40][CH2:39][N:38]([CH3:41])[CH2:37][CH2:36]4)[CH:27]=[CH:28][C:29]=3[O:33][CH3:34])[CH2:24]2)=[O:22])[CH:17]=[CH:18][CH:19]=1.C1C=CC(P(C2C(C3C(P(C4C=CC=CC=4)C4C=CC=CC=4)=CC=C4C=3C=CC=C4)=C3C(C=CC=C3)=CC=2)C2C=CC=CC=2)=CC=1. Product: [CH3:34][O:33][C:29]1[CH:28]=[CH:27][C:26]([N:35]2[CH2:36][CH2:37][N:38]([CH3:41])[CH2:39][CH2:40]2)=[C:25]2[C:30]=1[CH2:31][CH2:32][N:23]([C:21](=[O:22])[CH2:20][C:16]1[CH:17]=[CH:18][CH:19]=[C:14]([N:7]3[CH2:12][CH2:11][O:10][CH2:9][CH2:8]3)[CH:15]=1)[CH2:24]2. The catalyst class is: 101. (5) Product: [CH2:20]([C:19]([C:16]1[CH:17]=[CH:18][C:13]([C:10]2[CH:9]=[CH:8][C:7]([CH2:6][C:5]([OH:40])=[O:4])=[CH:12][CH:11]=2)=[C:14]([CH3:39])[CH:15]=1)([C:22]1[CH:27]=[CH:26][C:25]([CH2:28][CH2:29][C:30]([CH2:31][CH3:32])([OH:33])[CH2:34][CH3:35])=[C:24]([CH3:36])[CH:23]=1)[CH2:37][CH3:38])[CH3:21]. Reactant: [OH-].[Na+].C[O:4][C:5](=[O:40])[CH2:6][C:7]1[CH:12]=[CH:11][C:10]([C:13]2[CH:18]=[CH:17][C:16]([C:19]([CH2:37][CH3:38])([C:22]3[CH:27]=[CH:26][C:25]([CH2:28][CH2:29][C:30]([CH2:34][CH3:35])([OH:33])[CH2:31][CH3:32])=[C:24]([CH3:36])[CH:23]=3)[CH2:20][CH3:21])=[CH:15][C:14]=2[CH3:39])=[CH:9][CH:8]=1.[Cl-].[NH4+]. The catalyst class is: 111. (6) Reactant: [NH:1]1[CH:5]=[CH:4][CH:3]=[N:2]1.[H-].[Na+].CS([C:12]1[N:17]=[C:16]([O:18][CH3:19])[C:15]([C:20]2[C:25]([F:26])=[CH:24][C:23]([F:27])=[CH:22][C:21]=2[F:28])=[C:14]([CH2:29][CH:30]([CH3:33])[CH2:31][CH3:32])[N:13]=1)(=O)=O. The catalyst class is: 627. Product: [NH:1]1[CH:5]=[CH:4][C:3]([C:12]2[N:17]=[C:16]([O:18][CH3:19])[C:15]([C:20]3[C:25]([F:26])=[CH:24][C:23]([F:27])=[CH:22][C:21]=3[F:28])=[C:14]([CH2:29][CH:30]([CH3:33])[CH2:31][CH3:32])[N:13]=2)=[N:2]1. (7) Reactant: [CH:1]1[CH:6]=[CH:5][C:4](/[CH:7]=[CH:8]/[CH2:9][C@H:10]([NH2:14])[C:11]([OH:13])=[O:12])=[CH:3][CH:2]=1. Product: [NH2:14][C@@H:10]([CH2:9][CH2:8][CH2:7][C:4]1[CH:3]=[CH:2][CH:1]=[CH:6][CH:5]=1)[C:11]([OH:13])=[O:12]. The catalyst class is: 5. (8) Reactant: [O:1]=[C:2]1[C:7]2[CH:8]=[CH:9][CH:10]=[CH:11][C:6]=2[S:5][C:4]([C:12]2[N:17]=[C:16]([CH2:18][CH2:19][C:20]([NH:22][CH2:23][C:24]([O:26]C(C)(C)C)=[O:25])=[O:21])[CH:15]=[CH:14][CH:13]=2)=[N:3]1.C(OC(C)C)(C)C. Product: [O:1]=[C:2]1[C:7]2[CH:8]=[CH:9][CH:10]=[CH:11][C:6]=2[S:5][C:4]([C:12]2[N:17]=[C:16]([CH2:18][CH2:19][C:20]([NH:22][CH2:23][C:24]([OH:26])=[O:25])=[O:21])[CH:15]=[CH:14][CH:13]=2)=[N:3]1. The catalyst class is: 55. (9) Reactant: [Cl:1][C:2]1[CH:3]=[C:4]([CH:8]=[CH:9][C:10]=1[CH3:11])[C:5]([OH:7])=[O:6].[Br:12]N1C(=O)CCC1=O.C(OOC(=O)C1C=CC=CC=1)(=O)C1C=CC=CC=1. Product: [Br:12][CH2:11][C:10]1[CH:9]=[CH:8][C:4]([C:5]([OH:7])=[O:6])=[CH:3][C:2]=1[Cl:1]. The catalyst class is: 53. (10) Reactant: [CH3:1][C:2]([S:21]([CH3:24])(=[O:23])=[O:22])([CH2:6][CH2:7][C:8]1[CH:13]=[CH:12][C:11]([O:14][C:15]2[CH:20]=[CH:19][CH:18]=[CH:17][CH:16]=2)=[CH:10][CH:9]=1)[C:3](O)=[O:4].O.ON1C2C=CC=CC=2N=N1.C(N(CC)CC)C.[O:43]1[CH2:48][CH2:47][CH2:46][CH2:45][CH:44]1[O:49][NH2:50]. Product: [CH3:1][C:2]([S:21]([CH3:24])(=[O:23])=[O:22])([CH2:6][CH2:7][C:8]1[CH:9]=[CH:10][C:11]([O:14][C:15]2[CH:20]=[CH:19][CH:18]=[CH:17][CH:16]=2)=[CH:12][CH:13]=1)[C:3]([NH:50][O:49][CH:44]1[CH2:45][CH2:46][CH2:47][CH2:48][O:43]1)=[O:4]. The catalyst class is: 34.